From a dataset of Reaction yield outcomes from USPTO patents with 853,638 reactions. Predict the reaction yield, written as a fraction of the theoretical maximum amount of product (1.0 means a 100% yield; for example, 0.34 means a 34% yield). The reactants are [Cl-].[Li+].C([Mg+])(C)C.[Cl-].[C:8](=[O:10])=O.C(#N)C.[Br:14][C:15]1[CH:22]=[C:21]([F:23])[C:20](Br)=[CH:19][C:16]=1[C:17]#[N:18].CN(C)C=O. The catalyst is C1COCC1. The product is [Br:14][C:15]1[CH:22]=[C:21]([F:23])[C:20]([CH:8]=[O:10])=[CH:19][C:16]=1[C:17]#[N:18]. The yield is 0.240.